From a dataset of Forward reaction prediction with 1.9M reactions from USPTO patents (1976-2016). Predict the product of the given reaction. (1) The product is: [CH3:1][C:2]1[CH:3]=[CH:4][C:5]([S:8]([O:11][CH2:12][CH:13]2[O:17][C:16](=[O:18])[N:15]([CH2:19][C:20]3[CH:25]=[CH:24][CH:23]=[CH:22][CH:21]=3)[CH2:14]2)(=[O:10])=[O:9])=[CH:6][CH:7]=1. Given the reactants [CH3:1][C:2]1[CH:7]=[CH:6][C:5]([S:8]([O:11][CH2:12][CH:13]2[O:17][C:16](=[O:18])[N:15]([CH2:19][C:20]3[CH:25]=[CH:24][C:23](F)=[CH:22][CH:21]=3)[CH2:14]2)(=[O:10])=[O:9])=[CH:4][CH:3]=1.C(N1CC(CO)OC1=O)C1C=CC=CC=1.FC1C=CC(CN2CC(CO)OC2=O)=CC=1, predict the reaction product. (2) Given the reactants [N+:1]([C:4]1[CH:33]=[CH:32][C:7]([O:8][CH2:9][C:10]([O:12][CH2:13][CH2:14][O:15][CH2:16][CH2:17][O:18][C:19](=[O:31])[CH2:20][O:21][C:22]2[CH:27]=[CH:26][C:25]([N+:28]([O-])=O)=[CH:24][CH:23]=2)=[O:11])=[CH:6][CH:5]=1)([O-])=O, predict the reaction product. The product is: [NH2:28][C:25]1[CH:24]=[CH:23][C:22]([O:21][CH2:20][C:19]([O:18][CH2:17][CH2:16][O:15][CH2:14][CH2:13][O:12][C:10](=[O:11])[CH2:9][O:8][C:7]2[CH:6]=[CH:5][C:4]([NH2:1])=[CH:33][CH:32]=2)=[O:31])=[CH:27][CH:26]=1.